This data is from Reaction yield outcomes from USPTO patents with 853,638 reactions. The task is: Predict the reaction yield, written as a fraction of the theoretical maximum amount of product (1.0 means a 100% yield; for example, 0.34 means a 34% yield). (1) The reactants are Cl.[CH2:2]([O:4][NH2:5])[CH3:3].C(N(CC)CC)C.[CH3:13][C:14]1([CH3:22])[CH2:19][C:18](=[O:20])[O:17][C:16](=[O:21])[CH2:15]1. The catalyst is C(Cl)Cl. The product is [CH2:2]([O:4][NH:5][C:18](=[O:20])[CH2:19][C:14]([CH3:22])([CH3:13])[CH2:15][C:16]([OH:21])=[O:17])[CH3:3]. The yield is 0.720. (2) The product is [CH2:1]([C:4]1[C:9]([C:10]([O:12][CH2:13][CH:14]=[CH2:15])=[O:11])=[C:8]([O:16][CH3:17])[CH:7]=[CH:6][CH:5]=1)[CH:2]=[CH2:3]. The catalyst is CC(C)=O. The yield is 0.980. The reactants are [CH2:1]([C:4]1[C:9]([C:10]([O:12][CH2:13][CH:14]=[CH2:15])=[O:11])=[C:8]([OH:16])[CH:7]=[CH:6][CH:5]=1)[CH:2]=[CH2:3].[C:17]([O-])([O-])=O.[K+].[K+]. (3) The reactants are [N+:1]([O-:4])([O-])=[O:2].[K+].[C:6]1(=[O:16])[C:15]2[C:10](=[CH:11][CH:12]=[CH:13][CH:14]=2)[CH2:9][CH2:8][NH:7]1.C(OC(=O)C)C. The catalyst is OS(O)(=O)=O.CCCCCC. The product is [N+:1]([C:13]1[CH:14]=[C:15]2[C:10]([CH2:9][CH2:8][NH:7][C:6]2=[O:16])=[CH:11][CH:12]=1)([O-:4])=[O:2]. The yield is 0.612. (4) The reactants are [NH:1]([CH2:6][C:7]([OH:9])=[O:8])[CH2:2][C:3]([OH:5])=[O:4].[P:10]([OH:13])([OH:12])[OH:11].[CH2:14]=O. The catalyst is O. The product is [P:10]([CH2:14][N:1]([CH2:6][C:7]([OH:9])=[O:8])[CH2:2][C:3]([OH:5])=[O:4])([OH:13])([OH:12])=[O:11]. The yield is 0.740. (5) The reactants are Cl.Cl.C(O[C:6]([C:8]1[CH:9]=[C:10]2[C:14](=[CH:15][CH:16]=1)[NH:13][N:12]=[C:11]2[C:17]1[CH:26]=[CH:25][C:24]2[C:19](=[CH:20][CH:21]=[C:22]([OH:27])[CH:23]=2)[CH:18]=1)=[NH:7])C.C(N(CC)CC)C.[N:35]1([CH2:40][C:41]([NH:43][NH2:44])=O)[CH2:39][CH2:38][CH2:37][CH2:36]1. The catalyst is CO. The product is [N:35]1([CH2:40][C:41]2[NH:43][N:44]=[C:6]([C:8]3[CH:9]=[C:10]4[C:14](=[CH:15][CH:16]=3)[NH:13][N:12]=[C:11]4[C:17]3[CH:18]=[C:19]4[C:24](=[CH:25][CH:26]=3)[CH:23]=[C:22]([OH:27])[CH:21]=[CH:20]4)[N:7]=2)[CH2:39][CH2:38][CH2:37][CH2:36]1. The yield is 0.0400. (6) The reactants are [Cl:1][C:2]1[CH:7]=[CH:6][C:5]([C:8]2[C:12]([CH2:13][O:14][C:15]3[CH:23]=[CH:22][C:18]([C:19]([OH:21])=O)=[CH:17][N:16]=3)=[CH:11][O:10][N:9]=2)=[CH:4][CH:3]=1.[C:24]([NH:27][CH2:28][CH2:29][NH2:30])(=[O:26])[CH3:25]. No catalyst specified. The product is [C:24]([NH:27][CH2:28][CH2:29][NH:30][C:19](=[O:21])[C:18]1[CH:22]=[CH:23][C:15]([O:14][CH2:13][C:12]2[C:8]([C:5]3[CH:4]=[CH:3][C:2]([Cl:1])=[CH:7][CH:6]=3)=[N:9][O:10][CH:11]=2)=[N:16][CH:17]=1)(=[O:26])[CH3:25]. The yield is 0.480. (7) The reactants are [C:1]([O:5][C:6]([N:8]1[CH2:14][CH2:13][C:12]2[CH:15]=[CH:16][C:17]([OH:19])=[CH:18][C:11]=2[CH2:10][CH2:9]1)=[O:7])([CH3:4])([CH3:3])[CH3:2].[N+:20]([O-])([OH:22])=[O:21]. The catalyst is ClCCl. The product is [C:1]([O:5][C:6]([N:8]1[CH2:14][CH2:13][C:12]2[CH:15]=[C:16]([N+:20]([O-:22])=[O:21])[C:17]([OH:19])=[CH:18][C:11]=2[CH2:10][CH2:9]1)=[O:7])([CH3:4])([CH3:2])[CH3:3]. The yield is 0.530.